This data is from Catalyst prediction with 721,799 reactions and 888 catalyst types from USPTO. The task is: Predict which catalyst facilitates the given reaction. Reactant: [CH2:1]([NH:8][CH2:9][CH:10]1[CH2:12]C1)[C:2]1[CH:7]=[CH:6][CH:5]=[CH:4][CH:3]=1. Product: [CH2:1]([NH:8][CH:9]1[CH2:10][CH2:12]1)[C:2]1[CH:3]=[CH:4][CH:5]=[CH:6][CH:7]=1. The catalyst class is: 61.